Dataset: Forward reaction prediction with 1.9M reactions from USPTO patents (1976-2016). Task: Predict the product of the given reaction. (1) Given the reactants [Cl:1][C:2]1[CH:7]=[CH:6][C:5]([S:8]([NH:11][CH:12]2[CH2:16][CH2:15][CH2:14][CH2:13]2)(=[O:10])=[O:9])=[CH:4][CH:3]=1.Br[CH2:18][C:19]1[CH:26]=[CH:25][C:22]([C:23]#[N:24])=[CH:21][C:20]=1[F:27], predict the reaction product. The product is: [Cl:1][C:2]1[CH:7]=[CH:6][C:5]([S:8]([N:11]([CH2:18][C:19]2[CH:26]=[CH:25][C:22]([C:23]#[N:24])=[CH:21][C:20]=2[F:27])[CH:12]2[CH2:16][CH2:15][CH2:14][CH2:13]2)(=[O:10])=[O:9])=[CH:4][CH:3]=1. (2) Given the reactants O[CH2:2][CH:3]1[N:9]2[C:10](=[O:13])[O:11][N:12]=[C:8]2[CH2:7][CH2:6][CH2:5][CH2:4]1.C(Br)(Br)(Br)[Br:15].C1(P(C2C=CC=CC=2)C2C=CC=CC=2)C=CC=CC=1, predict the reaction product. The product is: [Br:15][CH2:2][CH:3]1[N:9]2[C:10](=[O:13])[O:11][N:12]=[C:8]2[CH2:7][CH2:6][CH2:5][CH2:4]1. (3) Given the reactants [NH2:1][C:2]1[CH:14]=[C:13]([CH2:15][CH2:16][C:17]2[CH:22]=[CH:21][CH:20]=[C:19]([O:23][CH3:24])[CH:18]=2)[CH:12]=[CH:11][C:3]=1[C:4]([O:6][C:7]([CH3:10])([CH3:9])[CH3:8])=[O:5].I[C:26]1[CH:31]=[CH:30][CH:29]=[CH:28][CH:27]=1.C(=O)([O-])[O-].[Cs+].[Cs+].C1(P(C2CCCCC2)C2C=CC=CC=2C2C(C(C)C)=CC(C(C)C)=CC=2C(C)C)CCCCC1, predict the reaction product. The product is: [NH:1]([C:2]1[CH:14]=[C:13]([CH2:15][CH2:16][C:17]2[CH:22]=[CH:21][CH:20]=[C:19]([O:23][CH3:24])[CH:18]=2)[CH:12]=[CH:11][C:3]=1[C:4]([O:6][C:7]([CH3:10])([CH3:9])[CH3:8])=[O:5])[C:26]1[CH:31]=[CH:30][CH:29]=[CH:28][CH:27]=1. (4) Given the reactants [Cl-].[CH2:2]([N+:4]1([CH2:9][O:10][CH3:11])[CH2:8][CH2:7][CH2:6][CH2:5]1)[CH3:3].[F:12][As-:13]([F:18])([F:17])([F:16])([F:15])[F:14].[Li+].C(Cl)(Cl)Cl, predict the reaction product. The product is: [F:12][As-:13]([F:18])([F:17])([F:16])([F:15])[F:14].[CH2:2]([N+:4]1([CH2:9][O:10][CH3:11])[CH2:8][CH2:7][CH2:6][CH2:5]1)[CH3:3]. (5) Given the reactants [H-].[Al+3].[Li+].[H-].[H-].[H-].[C:7]([C:9]1[CH:10]=[C:11]([C:15]2[CH:16]=[C:17]3[C:21](=[CH:22][CH:23]=2)[CH2:20][CH:19]([NH:24][S:25]([CH:28]([CH3:30])[CH3:29])(=[O:27])=[O:26])[CH2:18]3)[CH:12]=[CH:13][CH:14]=1)#[N:8], predict the reaction product. The product is: [NH2:8][CH2:7][C:9]1[CH:10]=[C:11]([C:15]2[CH:16]=[C:17]3[C:21](=[CH:22][CH:23]=2)[CH2:20][CH:19]([NH:24][S:25]([CH:28]([CH3:30])[CH3:29])(=[O:27])=[O:26])[CH2:18]3)[CH:12]=[CH:13][CH:14]=1. (6) Given the reactants [Cl:1][C:2]1[N:7]=[C:6]2[S:8][C:9]([C:11]([O:13]C)=[O:12])=[CH:10][C:5]2=[N:4][CH:3]=1.[OH-].[Na+].O, predict the reaction product. The product is: [Cl:1][C:2]1[N:7]=[C:6]2[S:8][C:9]([C:11]([OH:13])=[O:12])=[CH:10][C:5]2=[N:4][CH:3]=1. (7) Given the reactants [Cl:1][C:2]1[C:3]([C:24]2[N:28]3[CH:29]=[CH:30][CH:31]=[CH:32][C:27]3=[N:26][CH:25]=2)=[N:4][C:5]([NH:8][C:9]2[CH:14]=[CH:13][C:12]([O:15][CH:16]3[CH2:21][CH2:20][NH:19][CH2:18][CH2:17]3)=[CH:11][C:10]=2[O:22][CH3:23])=[N:6][CH:7]=1.C(N(CC)C(C)C)(C)C.[OH:42][CH:43]([CH3:47])[C:44](O)=[O:45], predict the reaction product. The product is: [Cl:1][C:2]1[C:3]([C:24]2[N:28]3[CH:29]=[CH:30][CH:31]=[CH:32][C:27]3=[N:26][CH:25]=2)=[N:4][C:5]([NH:8][C:9]2[CH:14]=[CH:13][C:12]([O:15][CH:16]3[CH2:21][CH2:20][N:19]([C:44](=[O:45])[CH:43]([OH:42])[CH3:47])[CH2:18][CH2:17]3)=[CH:11][C:10]=2[O:22][CH3:23])=[N:6][CH:7]=1.